This data is from Reaction yield outcomes from USPTO patents with 853,638 reactions. The task is: Predict the reaction yield, written as a fraction of the theoretical maximum amount of product (1.0 means a 100% yield; for example, 0.34 means a 34% yield). (1) The reactants are [CH3:1][N:2]1[CH:7]=[C:6]([C:8]([O:10]CC)=O)[C:5](=[O:13])[C:4]2[CH:14]=[CH:15][O:16][C:3]1=2.[Cl:17][C:18]1[CH:25]=[CH:24][C:21]([CH2:22][NH2:23])=[CH:20][CH:19]=1. The catalyst is C1(C)C=CC=CC=1. The product is [Cl:17][C:18]1[CH:25]=[CH:24][C:21]([CH2:22][NH:23][C:8]([C:6]2[C:5](=[O:13])[C:4]3[CH:14]=[CH:15][O:16][C:3]=3[N:2]([CH3:1])[CH:7]=2)=[O:10])=[CH:20][CH:19]=1. The yield is 0.680. (2) No catalyst specified. The product is [CH3:1][N:2]([CH3:12])[C:3]1[N:4]([CH2:14][C:15]2[CH:34]=[CH:33][C:18]3/[C:19](=[C:29](/[CH3:32])\[C:30]#[N:31])/[C:20]4[CH:27]=[CH:26][C:25]([F:28])=[CH:24][C:21]=4[O:22][CH2:23][C:17]=3[CH:16]=2)[C:5]2[CH:11]=[CH:10][CH:9]=[CH:8][C:6]=2[N:7]=1. The yield is 0.660. The reactants are [CH3:1][N:2]([CH3:12])[C:3]1[NH:7][C:6]2[CH:8]=[CH:9][CH:10]=[CH:11][C:5]=2[N:4]=1.Br[CH2:14][C:15]1[CH:34]=[CH:33][C:18]2/[C:19](=[C:29](/[CH3:32])\[C:30]#[N:31])/[C:20]3[CH:27]=[CH:26][C:25]([F:28])=[CH:24][C:21]=3[O:22][CH2:23][C:17]=2[CH:16]=1.